From a dataset of Catalyst prediction with 721,799 reactions and 888 catalyst types from USPTO. Predict which catalyst facilitates the given reaction. Reactant: [OH:1][C:2]1[CH:11]=[C:10]([O:12][CH2:13][CH2:14][CH2:15][C:16]([O:18]C)=[O:17])[CH:9]=[C:8]2[C:3]=1[C:4](=[O:29])[CH2:5][CH:6]([C:20]1[CH:25]=[CH:24][C:23]([O:26][CH3:27])=[C:22]([OH:28])[CH:21]=1)[O:7]2.[OH-].[Na+].C(O)(=O)CC(CC(O)=O)(C(O)=O)O. Product: [OH:1][C:2]1[CH:11]=[C:10]([O:12][CH2:13][CH2:14][CH2:15][C:16]([OH:18])=[O:17])[CH:9]=[C:8]2[C:3]=1[C:4](=[O:29])[CH2:5][CH:6]([C:20]1[CH:25]=[CH:24][C:23]([O:26][CH3:27])=[C:22]([OH:28])[CH:21]=1)[O:7]2. The catalyst class is: 92.